This data is from Forward reaction prediction with 1.9M reactions from USPTO patents (1976-2016). The task is: Predict the product of the given reaction. (1) Given the reactants Cl.[NH2:2][C:3]1[C:4]([OH:9])=[N:5][CH:6]=[N:7][CH:8]=1.C(N(CC)CC)C.[CH3:17][O:18][C:19]1[C:20](=O)[C:21](=[O:25])[C:22]=1[O:23]C, predict the reaction product. The product is: [OH:9][C:4]1[C:3]([NH:2][C:20]2[C:21](=[O:25])[C:22](=[O:23])[C:19]=2[O:18][CH3:17])=[CH:8][N:7]=[CH:6][N:5]=1. (2) Given the reactants [C:1]([C:3]1[CH:4]=[C:5]([C:14]2[O:18][N:17]=[C:16]([C:19]3[CH:27]=[CH:26][C:25]4[NH:24][C:23]5[CH:28]([CH2:31][C:32]([OH:34])=[O:33])[CH2:29][CH2:30][C:22]=5[C:21]=4[CH:20]=3)[N:15]=2)[CH:6]=[C:7]([O:9][C:10]([F:13])([F:12])[F:11])[CH:8]=1)#[CH:2].[H][H], predict the reaction product. The product is: [CH2:1]([C:3]1[CH:4]=[C:5]([C:14]2[O:18][N:17]=[C:16]([C:19]3[CH:27]=[CH:26][C:25]4[NH:24][C:23]5[CH:28]([CH2:31][C:32]([OH:34])=[O:33])[CH2:29][CH2:30][C:22]=5[C:21]=4[CH:20]=3)[N:15]=2)[CH:6]=[C:7]([O:9][C:10]([F:12])([F:13])[F:11])[CH:8]=1)[CH3:2].